Dataset: Full USPTO retrosynthesis dataset with 1.9M reactions from patents (1976-2016). Task: Predict the reactants needed to synthesize the given product. (1) Given the product [C:1]([C:5]1[CH:6]=[C:7]2[C:11](=[CH:12][CH:13]=1)[C:10](=[O:14])[C:9](=[N:15][OH:16])[CH2:8]2)([CH3:4])([CH3:2])[CH3:3], predict the reactants needed to synthesize it. The reactants are: [C:1]([C:5]1[CH:6]=[C:7]2[C:11](=[CH:12][CH:13]=1)[C:10](=[O:14])[CH2:9][CH2:8]2)([CH3:4])([CH3:3])[CH3:2].[N:15](OCCC(C)C)=[O:16].Cl. (2) Given the product [CH2:8]([O:15][C:16]1[CH:24]=[C:23]([F:25])[CH:22]=[C:21]([NH:26][C:27](=[O:32])[C:28]([CH3:29])([CH3:31])[CH3:30])[C:17]=1[C:18]([O:20][CH3:1])=[O:19])[C:9]1[CH:10]=[CH:11][CH:12]=[CH:13][CH:14]=1, predict the reactants needed to synthesize it. The reactants are: [CH3:1][Si](C=[N+]=[N-])(C)C.[CH2:8]([O:15][C:16]1[CH:24]=[C:23]([F:25])[CH:22]=[C:21]([NH:26][C:27](=[O:32])[C:28]([CH3:31])([CH3:30])[CH3:29])[C:17]=1[C:18]([OH:20])=[O:19])[C:9]1[CH:14]=[CH:13][CH:12]=[CH:11][CH:10]=1.C1(C)C=CC=CC=1.CO. (3) Given the product [CH2:15]([N:17]([CH2:18][CH3:19])[C:12]([CH:4]1[CH2:3][C:2](=[O:1])[C:11]2[C:6](=[CH:7][CH:8]=[CH:9][CH:10]=2)[S:5]1)=[O:13])[CH3:16], predict the reactants needed to synthesize it. The reactants are: [O:1]=[C:2]1[C:11]2[C:6](=[CH:7][CH:8]=[CH:9][CH:10]=2)[S:5][CH:4]([C:12](Cl)=[O:13])[CH2:3]1.[CH2:15]([NH:17][CH2:18][CH3:19])[CH3:16]. (4) Given the product [CH2:7]([O:14][C:15]1[CH:16]=[CH:20][CH:21]=[CH:22][C:1]=1[C:2]([Cl:4])=[O:3])[C:8]1[CH:13]=[CH:12][CH:11]=[CH:10][CH:9]=1, predict the reactants needed to synthesize it. The reactants are: [C:1](Cl)(=O)[C:2]([Cl:4])=[O:3].[CH2:7]([O:14][C:15]1C=[CH:22][CH:21]=[CH:20][C:16]=1C(O)=O)[C:8]1[CH:13]=[CH:12][CH:11]=[CH:10][CH:9]=1.CN(C)C=O. (5) Given the product [O:43]([CH2:55][C:56]([NH:1][CH2:2][CH2:3][O:58][CH2:56][CH2:55][O:43][CH2:44][CH2:45][O:47][CH2:11][CH2:12][NH:13][S:14]([C:17]1[CH:22]=[CH:21][CH:20]=[C:19]([CH:40]2[C:32]3[C:42](=[C:28]([Cl:34])[CH:29]=[C:30]([Cl:33])[CH:31]=3)[CH2:41][N:38]([CH3:36])[CH2:39]2)[CH:18]=1)(=[O:16])=[O:15])=[O:58])[CH2:44][C:45]([NH:1][CH2:2][CH2:3][O:4][CH2:5][CH2:6][O:7][CH2:8][CH2:9][O:10][CH2:11][CH2:12][NH:13][S:14]([C:17]1[CH:22]=[CH:21][CH:20]=[C:19]([CH:23]2[C:32]3[C:27](=[C:28]([Cl:34])[CH:29]=[C:30]([Cl:33])[CH:31]=3)[CH2:26][N:25]([CH3:35])[CH2:24]2)[CH:18]=1)(=[O:16])=[O:15])=[O:47], predict the reactants needed to synthesize it. The reactants are: [NH2:1][CH2:2][CH2:3][O:4][CH2:5][CH2:6][O:7][CH2:8][CH2:9][O:10][CH2:11][CH2:12][NH:13][S:14]([C:17]1[CH:22]=[CH:21][CH:20]=[C:19]([CH:23]2[C:32]3[C:27](=[C:28]([Cl:34])[CH:29]=[C:30]([Cl:33])[CH:31]=3)[CH2:26][N:25]([CH3:35])[CH2:24]2)[CH:18]=1)(=[O:16])=[O:15].[CH2:36]([N:38]([CH2:41][CH3:42])[CH2:39][CH3:40])C.[O:43]([CH2:55][C:56]([O:58]N1C(=O)CCC1=O)=O)[CH2:44][C:45]([O:47]N1C(=O)CCC1=O)=O. (6) Given the product [NH2:22][C:19]1[CH:20]=[CH:21][C:16]([C:5]2[N:4]=[C:3]([CH2:2][OH:1])[CH:8]=[C:7]([N:9]3[CH2:14][CH2:13][O:12][CH2:11][C@@H:10]3[CH3:15])[N:6]=2)=[CH:17][CH:18]=1, predict the reactants needed to synthesize it. The reactants are: [OH:1][CH2:2][C:3]1[CH:8]=[C:7]([N:9]2[CH2:14][CH2:13][O:12][CH2:11][C@@H:10]2[CH3:15])[N:6]=[C:5]([C:16]2[CH:21]=[CH:20][C:19]([NH:22]C(=O)OC(C)(C)C)=[CH:18][CH:17]=2)[N:4]=1.C(Cl)Cl. (7) Given the product [N+:16]([C:19]1[CH:20]=[C:21]([CH2:25][C:26]([NH:15][CH2:14][CH2:13][N:10]2[CH2:9][CH2:8][N:7]([C:1]3[CH:2]=[CH:3][CH:4]=[CH:5][CH:6]=3)[CH2:12][CH2:11]2)=[O:27])[CH:22]=[CH:23][CH:24]=1)([O-:18])=[O:17], predict the reactants needed to synthesize it. The reactants are: [C:1]1([N:7]2[CH2:12][CH2:11][N:10]([CH2:13][CH2:14][NH2:15])[CH2:9][CH2:8]2)[CH:6]=[CH:5][CH:4]=[CH:3][CH:2]=1.[N+:16]([C:19]1[CH:20]=[C:21]([CH2:25][C:26](Cl)=[O:27])[CH:22]=[CH:23][CH:24]=1)([O-:18])=[O:17].